Dataset: Forward reaction prediction with 1.9M reactions from USPTO patents (1976-2016). Task: Predict the product of the given reaction. (1) Given the reactants C[O:2][C:3]([C:5]1[CH:6]=[C:7]2[C:11](=[CH:12][CH:13]=1)[NH:10][C:9]([CH2:14][N:15]1[CH2:19][CH2:18][CH2:17][CH2:16]1)=[CH:8]2)=O.[H-].[Al+3].[Li+].[H-].[H-].[H-], predict the reaction product. The product is: [N:15]1([CH2:14][C:9]2[NH:10][C:11]3[C:7]([CH:8]=2)=[CH:6][C:5]([CH2:3][OH:2])=[CH:13][CH:12]=3)[CH2:19][CH2:18][CH2:17][CH2:16]1. (2) The product is: [Br:16][C:17]1[CH:22]=[CH:21][C:20]([N:7]([C:4]2[CH:3]=[CH:2][C:1]([CH3:15])=[CH:6][CH:5]=2)[C:8]2[CH:13]=[CH:12][C:11]([CH3:14])=[CH:10][CH:9]=2)=[CH:19][CH:18]=1. Given the reactants [C:1]1([CH3:15])[CH:6]=[CH:5][C:4]([NH:7][C:8]2[CH:13]=[CH:12][C:11]([CH3:14])=[CH:10][CH:9]=2)=[CH:3][CH:2]=1.[Br:16][C:17]1[CH:22]=[CH:21][C:20](I)=[CH:19][CH:18]=1.[K].N1C2C(=CC=C3C=2N=CC=C3)C=CC=1, predict the reaction product.